This data is from Forward reaction prediction with 1.9M reactions from USPTO patents (1976-2016). The task is: Predict the product of the given reaction. (1) Given the reactants [CH2:1]([O:8][C:9]([CH2:11][O:12][C:13]1[CH:32]=[CH:31][C:30]([Cl:33])=[CH:29][C:14]=1[CH2:15][C:16]1[CH:27]=[C:26]([Cl:28])[CH:25]=[CH:24][C:17]=1[O:18][CH:19]([CH3:23])[C:20]([OH:22])=O)=[O:10])[C:2]1[CH:7]=[CH:6][CH:5]=[CH:4][CH:3]=1.[CH:34]1[CH:35]=CC2N(O)N=[N:40][C:38]=2[CH:39]=1.C1N=CN(C(N2C=NC=C2)=O)C=1.N1CCCC1, predict the reaction product. The product is: [CH2:1]([O:8][C:9](=[O:10])[CH2:11][O:12][C:13]1[CH:32]=[CH:31][C:30]([Cl:33])=[CH:29][C:14]=1[CH2:15][C:16]1[CH:27]=[C:26]([Cl:28])[CH:25]=[CH:24][C:17]=1[O:18][CH:19]([CH3:23])[C:20](=[O:22])[N:40]1[CH2:35][CH2:34][CH2:39][CH2:38]1)[C:2]1[CH:3]=[CH:4][CH:5]=[CH:6][CH:7]=1. (2) Given the reactants [CH2:1]([NH2:8])[CH2:2][CH2:3][CH2:4][CH2:5][CH2:6][CH3:7].[CH3:9][O:10]/[C:11](=[CH:16]\[C:17]1[CH:22]=[CH:21][C:20]([C:23]2[CH:28]=[CH:27][CH:26]=[C:25]([N:29]([CH3:42])[C:30](OC3C=CC([N+]([O-])=O)=CC=3)=[O:31])[CH:24]=2)=[CH:19][CH:18]=1)/[C:12]([O:14][CH3:15])=[O:13].O, predict the reaction product. The product is: [CH2:1]([NH:8][C:30](=[O:31])[N:29]([C:25]1[CH:24]=[C:23]([C:20]2[CH:21]=[CH:22][C:17](/[CH:16]=[C:11](\[O:10][CH3:9])/[C:12]([O:14][CH3:15])=[O:13])=[CH:18][CH:19]=2)[CH:28]=[CH:27][CH:26]=1)[CH3:42])[CH2:2][CH2:3][CH2:4][CH2:5][CH2:6][CH3:7]. (3) Given the reactants [CH3:1][NH:2][C:3]1[CH:8]=[CH:7][C:6]([C:9]#[C:10][C:11]2[S:12][C:13]3[CH:19]=[C:18]([OH:20])[CH:17]=[CH:16][C:14]=3[N:15]=2)=[CH:5][C:4]=1[N+:21]([O-:23])=[O:22].[H-].[Na+].C(Cl)OC.C1[CH2:34][O:33][CH2:32][CH2:31]1, predict the reaction product. The product is: [CH2:32]([O:33][CH2:34][O:20][C:18]1[CH:17]=[CH:16][C:14]2[N:15]=[C:11]([C:10]#[C:9][C:6]3[CH:7]=[CH:8][C:3]([NH:2][CH3:1])=[C:4]([N+:21]([O-:23])=[O:22])[CH:5]=3)[S:12][C:13]=2[CH:19]=1)[CH3:31]. (4) Given the reactants C[O:2][C:3]1[CH:10]=[CH:9][CH:8]=[CH:7][C:4]=1[C:5]#[N:6].C[O-].[Na+].Cl, predict the reaction product. The product is: [C:5]([C:4]1[CH:7]=[CH:8][CH:9]=[CH:10][C:3]=1[OH:2])#[N:6]. (5) Given the reactants [CH:1]([NH:4][C:5]1[C:10]([C:11]([NH2:13])=[O:12])=[CH:9][N:8]=[C:7](S(C)=O)[N:6]=1)([CH3:3])[CH3:2].C(NC1C(C(N)=O)=CN=C(S(C)(=O)=O)N=1)(C)C.CN1C(=O)CCC1.Cl.[NH2:42][C:43]12[CH2:50][CH2:49][C:46]([OH:51])([CH2:47][CH2:48]1)[CH2:45][CH2:44]2.CCN(C(C)C)C(C)C, predict the reaction product. The product is: [OH:51][C:46]12[CH2:49][CH2:50][C:43]([NH:42][C:7]3[N:6]=[C:5]([NH:4][CH:1]([CH3:3])[CH3:2])[C:10]([C:11]([NH2:13])=[O:12])=[CH:9][N:8]=3)([CH2:48][CH2:47]1)[CH2:44][CH2:45]2. (6) Given the reactants Br[C:2]1[CH:3]=[CH:4][C:5]([N:8]2[CH2:14][CH2:13][CH2:12][N:11]([C:15]3[CH:20]=[CH:19][C:18](Br)=[CH:17][N:16]=3)[CH2:10][CH2:9]2)=[N:6][CH:7]=1.[CH3:22][S:23][C:24]1[CH:29]=[CH:28][C:27](B(O)O)=[CH:26][CH:25]=1, predict the reaction product. The product is: [CH3:22][S:23][C:24]1[CH:29]=[CH:28][C:27]([C:2]2[CH:3]=[CH:4][C:5]([N:8]3[CH2:14][CH2:13][CH2:12][N:11]([C:15]4[CH:20]=[CH:19][C:18]([C:27]5[CH:28]=[CH:29][C:24]([S:23][CH3:22])=[CH:25][CH:26]=5)=[CH:17][N:16]=4)[CH2:10][CH2:9]3)=[N:6][CH:7]=2)=[CH:26][CH:25]=1. (7) Given the reactants [O:1]1[C:5]2[CH:6]=[CH:7][CH:8]=[CH:9][C:4]=2[N:3]=[C:2]1[C@@H:10]([OH:21])[CH:11]([NH:13]C(=O)OC(C)(C)C)[CH3:12].C(O)(C(F)(F)F)=O, predict the reaction product. The product is: [NH2:13][C@@H:11]([CH3:12])[CH:10]([C:2]1[O:1][C:5]2[CH:6]=[CH:7][CH:8]=[CH:9][C:4]=2[N:3]=1)[OH:21]. (8) Given the reactants [CH2:1]([S:4](Cl)(=[O:6])=[O:5])[CH2:2]C.[NH2:8][CH:9]1[CH2:14][CH2:13][CH2:12][CH2:11][CH:10]1[OH:15].[CH2:16]1CCN2C(=NCCC2)CC1, predict the reaction product. The product is: [OH:15][CH:10]1[CH2:11][CH2:12][CH2:13][CH2:14][CH:9]1[NH:8][S:4]([CH:1]([CH3:2])[CH3:16])(=[O:5])=[O:6]. (9) Given the reactants Cl.[OH:2][CH:3]1[O:11][C@H:10]([CH2:12][OH:13])[C@@H:8]([OH:9])[C@H:6]([OH:7])[C@H:4]1[NH2:5].S([O-])([O-])(=O)=O.[Na+].[Na+], predict the reaction product. The product is: [OH:2][CH:3]1[O:11][C@H:10]([CH2:12][OH:13])[C@@H:8]([OH:9])[C@H:6]([OH:7])[C@H:4]1[NH2:5]. (10) Given the reactants [NH2:1][C:2]1[CH:7]=[C:6]([O:8][C:9]2[C:14]([F:15])=[CH:13][C:12]([NH:16][C:17]([C:19]3([C:22]([NH:24][C:25]4[CH:30]=[CH:29][C:28]([F:31])=[CH:27][CH:26]=4)=[O:23])[CH2:21][CH2:20]3)=[O:18])=[C:11]([F:32])[CH:10]=2)[CH:5]=[CH:4][N:3]=1.[CH2:33]([N:35]([CH2:38][CH3:39])[CH2:36][CH3:37])C.Cl[C:41](OC1C=CC=CC=1)=[O:42].C(=O)([O-])[OH:51].[Na+], predict the reaction product. The product is: [F:32][C:11]1[CH:10]=[C:9]([O:8][C:6]2[CH:5]=[CH:4][N:3]=[C:2]([NH:1][C:33]([N:35]3[CH2:38][CH2:39][CH:41]([OH:42])[CH2:37][CH2:36]3)=[O:51])[CH:7]=2)[C:14]([F:15])=[CH:13][C:12]=1[NH:16][C:17]([C:19]1([C:22]([NH:24][C:25]2[CH:26]=[CH:27][C:28]([F:31])=[CH:29][CH:30]=2)=[O:23])[CH2:21][CH2:20]1)=[O:18].